From a dataset of Full USPTO retrosynthesis dataset with 1.9M reactions from patents (1976-2016). Predict the reactants needed to synthesize the given product. (1) Given the product [N:1]1[C:10]2[CH2:9][CH2:8][CH2:7][CH2:6][C:5]=2[N:4]=[CH:3][C:2]=1[CH2:11][OH:12], predict the reactants needed to synthesize it. The reactants are: [N:1]1[C:10]2[CH2:9][CH2:8][CH2:7][CH2:6][C:5]=2[N:4]=[CH:3][C:2]=1[C:11](OCC)=[O:12].[H-].[Al+3].[Li+].[H-].[H-].[H-].C(OCC)(=O)C.O. (2) Given the product [CH2:6]([NH:13][C:14](=[O:36])[N:15]([C:17]1[CH:18]=[C:19]([C:23]2[CH:28]=[CH:27][C:26]([CH2:29][CH2:30][C:31]([O:33][CH3:34])=[O:32])=[CH:25][C:24]=2[O:35][CH2:2][CH2:3][CH2:4][OH:5])[CH:20]=[CH:21][CH:22]=1)[CH3:16])[CH2:7][CH2:8][CH2:9][CH2:10][CH2:11][CH3:12], predict the reactants needed to synthesize it. The reactants are: I[CH2:2][CH2:3][CH2:4][OH:5].[CH2:6]([NH:13][C:14](=[O:36])[N:15]([C:17]1[CH:18]=[C:19]([C:23]2[CH:28]=[CH:27][C:26]([CH2:29][CH2:30][C:31]([O:33][CH3:34])=[O:32])=[CH:25][C:24]=2[OH:35])[CH:20]=[CH:21][CH:22]=1)[CH3:16])[CH2:7][CH2:8][CH2:9][CH2:10][CH2:11][CH3:12].C(=O)([O-])[O-].[K+].[K+]. (3) Given the product [Cl:14][C:15]1[S:19][C:18]([C:20]([NH:1][C:2]2[CH:7]=[CH:6][N:5]=[C:4]3[C:8](=[O:10])[O:13][C:11](=[O:12])[C:3]=23)=[O:21])=[CH:17][CH:16]=1, predict the reactants needed to synthesize it. The reactants are: [NH2:1][C:2]1[CH:7]=[CH:6][N:5]=[C:4]([C:8]([OH:10])=O)[C:3]=1[C:11]([OH:13])=[O:12].[Cl:14][C:15]1[S:19][C:18]([C:20](O)=[O:21])=[CH:17][CH:16]=1.ClC1SC(C(Cl)=O)=CC=1. (4) Given the product [P:1]([OH:8])([OH:3])([O:13][CH2:14][CH:15]1[CH2:20][CH2:19][N:18]([CH2:21][CH2:22][CH2:23][O:24][C:25]2[CH:34]=[C:33]3[C:28]([C:29]([NH:35][C:36]4[S:37][C:38]([CH2:41][C:42]([NH:44][C:45]5[CH:50]=[CH:49][CH:48]=[C:47]([F:51])[CH:46]=5)=[O:43])=[CH:39][N:40]=4)=[N:30][CH:31]=[N:32]3)=[CH:27][C:26]=2[O:52][CH3:53])[CH2:17][CH2:16]1)=[O:2], predict the reactants needed to synthesize it. The reactants are: [P:1]([O:13][CH2:14][CH:15]1[CH2:20][CH2:19][N:18]([CH2:21][CH2:22][CH2:23][O:24][C:25]2[CH:34]=[C:33]3[C:28]([C:29]([NH:35][C:36]4[S:37][C:38]([CH2:41][C:42]([NH:44][C:45]5[CH:50]=[CH:49][CH:48]=[C:47]([F:51])[CH:46]=5)=[O:43])=[CH:39][N:40]=4)=[N:30][CH:31]=[N:32]3)=[CH:27][C:26]=2[O:52][CH3:53])[CH2:17][CH2:16]1)([O:8]C(C)(C)C)([O:3]C(C)(C)C)=[O:2].Cl.C1(N)C(F)=C(F)C(F)=C(N)C=1F.Cl.Cl. (5) Given the product [C:25]([O:29][C:30](=[O:31])[NH:32][CH:33]1[CH2:37][CH:36]([C:38]([NH:2][NH:1][C:3]2[N:4]=[C:5]3[CH:11]=[CH:10][N:9]([S:12]([C:15]4[CH:21]=[CH:20][C:18]([CH3:19])=[CH:17][CH:16]=4)(=[O:13])=[O:14])[C:6]3=[N:7][CH:8]=2)=[O:39])[CH:35]([CH2:41][CH3:42])[CH2:34]1)([CH3:28])([CH3:27])[CH3:26], predict the reactants needed to synthesize it. The reactants are: [NH:1]([C:3]1[N:4]=[C:5]2[CH:11]=[CH:10][N:9]([S:12]([C:15]3[CH:21]=[CH:20][C:18]([CH3:19])=[CH:17][CH:16]=3)(=[O:14])=[O:13])[C:6]2=[N:7][CH:8]=1)[NH2:2].C(Cl)Cl.[C:25]([O:29][C:30]([NH:32][CH:33]1[CH2:37][CH:36]([C:38](O)=[O:39])[CH:35]([CH2:41][CH3:42])[CH2:34]1)=[O:31])([CH3:28])([CH3:27])[CH3:26].CN(C(ON1N=NC2C=CC=NC1=2)=[N+](C)C)C.F[P-](F)(F)(F)(F)F. (6) Given the product [Br:1][C:2]1[C:10]2[N:9]=[C:8]([CH3:11])[N:7]([CH2:19][C:20]3[CH:25]=[CH:24][CH:23]=[CH:22][C:21]=3[Cl:26])[C:6]=2[CH:5]=[C:4]([N:12]2[CH2:17][CH2:16][O:15][CH2:14][CH2:13]2)[CH:3]=1, predict the reactants needed to synthesize it. The reactants are: [Br:1][C:2]1[C:10]2[N:9]=[C:8]([CH3:11])[NH:7][C:6]=2[CH:5]=[C:4]([N:12]2[CH2:17][CH2:16][O:15][CH2:14][CH2:13]2)[CH:3]=1.Br[CH2:19][C:20]1[CH:25]=[CH:24][CH:23]=[CH:22][C:21]=1[Cl:26].C(=O)([O-])[O-].[K+].[K+].O.